From a dataset of Catalyst prediction with 721,799 reactions and 888 catalyst types from USPTO. Predict which catalyst facilitates the given reaction. (1) Reactant: CS([Cl:5])(=O)=O.[C:6]([O:10][C:11]([N:13]1[CH2:18][C@H:17]([CH2:19]O)[N:16]([CH2:21][C:22]([N:24]2[C:32]3[C:27](=[N:28][CH:29]=[C:30]([CH2:33][C:34]4[CH:39]=[CH:38][C:37]([F:40])=[CH:36][CH:35]=4)[CH:31]=3)[C:26]([CH3:42])([CH3:41])[CH2:25]2)=[O:23])[CH2:15][C@H:14]1[CH3:43])=[O:12])([CH3:9])([CH3:8])[CH3:7].C(N(CC)CC)C. Product: [C:6]([O:10][C:11]([N:13]1[CH2:18][C@H:17]([CH2:19][Cl:5])[N:16]([CH2:21][C:22]([N:24]2[C:32]3[C:27](=[N:28][CH:29]=[C:30]([CH2:33][C:34]4[CH:39]=[CH:38][C:37]([F:40])=[CH:36][CH:35]=4)[CH:31]=3)[C:26]([CH3:42])([CH3:41])[CH2:25]2)=[O:23])[CH2:15][C@H:14]1[CH3:43])=[O:12])([CH3:9])([CH3:8])[CH3:7]. The catalyst class is: 2. (2) Reactant: Br[C:2]1[CH:7]=[CH:6][C:5]([S:8]([NH:11][C:12]2[CH:17]=[C:16]([N:18]3[CH2:23][C@H:22]([CH3:24])[NH:21][C@H:20]([CH3:25])[CH2:19]3)[CH:15]=[CH:14][C:13]=2[O:26][CH3:27])(=[O:10])=[O:9])=[CH:4][CH:3]=1.[O:28]1[CH:32]=[CH:31][C:30](B(O)O)=[CH:29]1.CC(C)([O-])C.[K+]. The catalyst class is: 108. Product: [CH3:25][C@H:20]1[NH:21][C@@H:22]([CH3:24])[CH2:23][N:18]([C:16]2[CH:15]=[CH:14][C:13]([O:26][CH3:27])=[C:12]([NH:11][S:8]([C:5]3[CH:6]=[CH:7][C:2]([C:30]4[CH:31]=[CH:32][O:28][CH:29]=4)=[CH:3][CH:4]=3)(=[O:10])=[O:9])[CH:17]=2)[CH2:19]1. (3) Reactant: [CH3:1][C:2]([NH:11][C:12](=[O:41])[CH2:13][N:14]1[C:18]([CH2:19][C:20]2[CH:25]=[CH:24][C:23]([F:26])=[CH:22][CH:21]=2)=[CH:17][C:16]([C:27]2[N:28]=[N:29][N:30](CC3C=CC(OC)=CC=3)[CH:31]=2)=[N:15]1)([CH3:10])[CH2:3][N:4]1[CH2:9][CH2:8][O:7][CH2:6][CH2:5]1. Product: [CH3:10][C:2]([NH:11][C:12](=[O:41])[CH2:13][N:14]1[C:18]([CH2:19][C:20]2[CH:25]=[CH:24][C:23]([F:26])=[CH:22][CH:21]=2)=[CH:17][C:16]([C:27]2[N:28]=[N:29][NH:30][CH:31]=2)=[N:15]1)([CH3:1])[CH2:3][N:4]1[CH2:5][CH2:6][O:7][CH2:8][CH2:9]1. The catalyst class is: 67. (4) The catalyst class is: 1. Product: [Cl:15][C:12]1[CH:13]=[CH:14][C:9]2[S:8][C:7](=[O:16])[N:6]([CH2:5][C:4]3[CH:3]=[C:2]([NH:1][C:21](=[O:22])[O:23][CH2:33][CH2:32][CH2:31][N:28]4[CH2:29][CH2:30][N:25]([CH3:24])[CH2:26][CH2:27]4)[CH:19]=[CH:18][CH:17]=3)[C:10]=2[CH:11]=1. Reactant: [NH2:1][C:2]1[CH:3]=[C:4]([CH:17]=[CH:18][CH:19]=1)[CH2:5][N:6]1[C:10]2[CH:11]=[C:12]([Cl:15])[CH:13]=[CH:14][C:9]=2[S:8][C:7]1=[O:16].Cl[C:21]([OH:23])=[O:22].[CH3:24][N:25]1[CH2:30][CH2:29][N:28]([CH2:31][CH2:32][CH3:33])[CH2:27][CH2:26]1.CCN(C(C)C)C(C)C.ClCCl. (5) Reactant: [Br:1][C:2]1[N:7]=[C:6]([C:8]2(O)[C:21]3[CH:20]=[C:19]([C:22]4[CH:27]=[CH:26][CH:25]=[CH:24][CH:23]=4)[CH:18]=[CH:17][C:16]=3[C:15]([C:29]3[CH:34]=[CH:33][CH:32]=[C:31]([Br:35])[N:30]=3)(O)[C:14]3[C:9]2=[CH:10][CH:11]=[CH:12][CH:13]=3)[CH:5]=[CH:4][CH:3]=1.O.[PH2]([O-])=O.[Na+].[I-].[K+].C(O)(=O)C. Product: [C:22]1([C:19]2[CH:18]=[CH:17][C:16]3[C:21](=[C:8]([C:6]4[N:7]=[C:2]([Br:1])[CH:3]=[CH:4][CH:5]=4)[C:9]4[C:14]([C:15]=3[C:29]3[N:30]=[C:31]([Br:35])[CH:32]=[CH:33][CH:34]=3)=[CH:13][CH:12]=[CH:11][CH:10]=4)[CH:20]=2)[CH:27]=[CH:26][CH:25]=[CH:24][CH:23]=1. The catalyst class is: 6. (6) Reactant: [Cl:1][C:2]1[N:3]=[C:4](Cl)[C:5]2[S:10][CH:9]=[CH:8][C:6]=2[N:7]=1.[CH:12]1([C:15]2[CH:19]=[C:18]([NH2:20])[NH:17][N:16]=2)[CH2:14][CH2:13]1.C(N(CC)CC)C. Product: [Cl:1][C:2]1[N:3]=[C:4]([NH:20][C:18]2[CH:19]=[C:15]([CH:12]3[CH2:14][CH2:13]3)[NH:16][N:17]=2)[C:5]2[S:10][CH:9]=[CH:8][C:6]=2[N:7]=1. The catalyst class is: 6.